Dataset: Forward reaction prediction with 1.9M reactions from USPTO patents (1976-2016). Task: Predict the product of the given reaction. (1) Given the reactants C[O:2][C:3](=[O:34])[CH2:4][O:5][C:6]1[CH:11]=[C:10]([Cl:12])[C:9]([C:13]2[NH:17][C:16]3[CH:18]=[C:19]([C:22](=[O:32])[NH:23][C:24]4[CH:29]=[CH:28][C:27]([CH3:30])=[C:26]([CH3:31])[CH:25]=4)[CH:20]=[CH:21][C:15]=3[N:14]=2)=[C:8]([Cl:33])[CH:7]=1.[OH-].[Na+].Cl, predict the reaction product. The product is: [Cl:33][C:8]1[CH:7]=[C:6]([CH:11]=[C:10]([Cl:12])[C:9]=1[C:13]1[NH:17][C:16]2[CH:18]=[C:19]([C:22](=[O:32])[NH:23][C:24]3[CH:29]=[CH:28][C:27]([CH3:30])=[C:26]([CH3:31])[CH:25]=3)[CH:20]=[CH:21][C:15]=2[N:14]=1)[O:5][CH2:4][C:3]([OH:34])=[O:2]. (2) Given the reactants Cl[C:2]1[CH:7]=[CH:6][N:5]=[C:4]2[CH:8]=[C:9]([C:11]3[N:12]([CH3:16])[CH:13]=[CH:14][N:15]=3)[S:10][C:3]=12.[CH3:17][NH:18][C:19]([C:21]1[C:22]2[CH:31]=[CH:30][C:29]([OH:32])=[CH:28][C:23]=2[O:24][C:25]=1[CH2:26][CH3:27])=[O:20].C([O-])([O-])=O.[Cs+].[Cs+], predict the reaction product. The product is: [CH3:17][NH:18][C:19]([C:21]1[C:22]2[CH:31]=[CH:30][C:29]([O:32][C:2]3[CH:7]=[CH:6][N:5]=[C:4]4[CH:8]=[C:9]([C:11]5[N:12]([CH3:16])[CH:13]=[CH:14][N:15]=5)[S:10][C:3]=34)=[CH:28][C:23]=2[O:24][C:25]=1[CH2:26][CH3:27])=[O:20]. (3) The product is: [Cl:1][C:2]1[C:11]2[C:6](=[CH:7][CH:8]=[CH:9][CH:10]=2)[N:5]=[C:4]([C:12]([C:21]2[CH:22]=[CH:23][C:18]([F:17])=[C:19]([O:26][CH3:27])[CH:20]=2)=[O:14])[N:3]=1. Given the reactants [Cl:1][C:2]1[C:11]2[C:6](=[CH:7][CH:8]=[CH:9][CH:10]=2)[N:5]=[C:4]([C:12]([O:14]CC)=O)[N:3]=1.[F:17][C:18]1[CH:23]=[CH:22][C:21]([Mg]Br)=[CH:20][C:19]=1[O:26][CH3:27].CC1CCCO1.[Cl-].[NH4+], predict the reaction product. (4) Given the reactants [NH2:1][CH2:2][C@@H:3]([OH:33])[C@@H:4]([NH:12][C:13](=[O:32])[C:14]1[CH:19]=[C:18]([O:20][CH2:21][CH2:22][CH2:23][CH2:24][CH3:25])[CH:17]=[C:16]([N:26]2[CH2:30][CH2:29][CH2:28][C:27]2=[O:31])[CH:15]=1)[CH2:5][C:6]1[CH:11]=[CH:10][CH:9]=[CH:8][CH:7]=1.C(O[BH-](OC(=O)C)OC(=O)C)(=O)C.[Na+].[CH3:48][CH2:49][CH2:50][C:51](=O)[CH2:52][CH2:53][CH3:54].CC(O)=O, predict the reaction product. The product is: [CH2:5]([C@H:4]([NH:12][C:13](=[O:32])[C:14]1[CH:19]=[C:18]([O:20][CH2:21][CH2:22][CH2:23][CH2:24][CH3:25])[CH:17]=[C:16]([N:26]2[CH2:30][CH2:29][CH2:28][C:27]2=[O:31])[CH:15]=1)[C@H:3]([OH:33])[CH2:2][NH:1][CH:51]([CH2:52][CH2:53][CH3:54])[CH2:50][CH2:49][CH3:48])[C:6]1[CH:11]=[CH:10][CH:9]=[CH:8][CH:7]=1. (5) Given the reactants [NH2:1][C:2]1[C:7]([S:8]([NH:11][C@H:12]2[CH2:16][CH2:15][N:14]([CH3:17])[CH2:13]2)(=[O:10])=[O:9])=[CH:6][C:5](Br)=[CH:4][N:3]=1.[CH3:19][C:20]1([CH3:45])[CH:29]=[C:28]([CH3:30])[C:27]2[N:26]=[CH:25][N:24]=[C:23]([N:31]3[CH2:37][C:36]4[CH:38]=[C:39](B(O)O)[CH:40]=[CH:41][C:35]=4[O:34][CH2:33][CH2:32]3)[C:22]=2[CH2:21]1, predict the reaction product. The product is: [NH2:1][C:2]1[C:7]([S:8]([NH:11][C@@H:12]2[CH2:16][CH2:15][N:14]([CH3:17])[CH2:13]2)(=[O:10])=[O:9])=[CH:6][C:5]([C:39]2[CH:40]=[CH:41][C:35]3[O:34][CH2:33][CH2:32][N:31]([C:23]4[C:22]5[CH2:21][C:20]([CH3:19])([CH3:45])[CH:29]=[C:28]([CH3:30])[C:27]=5[N:26]=[CH:25][N:24]=4)[CH2:37][C:36]=3[CH:38]=2)=[CH:4][N:3]=1. (6) Given the reactants [CH2:1]([CH:3]([CH2:21][CH3:22])[CH:4]([C:6]1[N:10]([S:11]([C:14]2[CH:19]=[CH:18][C:17]([CH3:20])=[CH:16][CH:15]=2)(=[O:13])=[O:12])[N:9]=[CH:8][CH:7]=1)O)[CH3:2].C1(P(C2C=CC=CC=2)C2C=CC=CC=2)C=CC=CC=1.N(C(OCC)=O)=NC(OCC)=O.C1(P([N:68]=[N+:69]=[N-:70])(C2C=CC=CC=2)=O)C=CC=CC=1, predict the reaction product. The product is: [N:68]([CH:4]([C:6]1[N:10]([S:11]([C:14]2[CH:19]=[CH:18][C:17]([CH3:20])=[CH:16][CH:15]=2)(=[O:13])=[O:12])[N:9]=[CH:8][CH:7]=1)[CH:3]([CH2:21][CH3:22])[CH2:1][CH3:2])=[N+:69]=[N-:70]. (7) Given the reactants [C:1]([NH:4][C:5]1[S:6][C:7]([C:11]2[S:15][C:14]([S:16](Cl)(=[O:18])=[O:17])=[CH:13][CH:12]=2)=[C:8]([CH3:10])[N:9]=1)(=[O:3])[CH3:2].C(N(CC)CC)C.[CH3:27][NH:28][CH2:29][CH2:30][NH:31][CH3:32], predict the reaction product. The product is: [CH3:10][C:8]1[N:9]=[C:5]([NH:4][C:1](=[O:3])[CH3:2])[S:6][C:7]=1[C:11]1[S:15][C:14]([S:16]([N:28]([CH3:27])[CH2:29][CH2:30][NH:31][CH3:32])(=[O:18])=[O:17])=[CH:13][CH:12]=1. (8) Given the reactants [Cl:1]N1C(=O)CCC1=O.[Cl:9][C:10]1[CH:15]=[CH:14][C:13]2[CH2:16][O:17][C@@H:18]3[C@H:22]([C:12]=2[CH:11]=1)[CH2:21][NH:20][CH2:19]3.C(OCC)C.[OH-].[Na+], predict the reaction product. The product is: [ClH:1].[Cl:9][C:10]1[CH:15]=[CH:14][C:13]2[CH2:16][O:17][C@@H:18]3[C@H:22]([C:12]=2[C:11]=1[Cl:1])[CH2:21][NH:20][CH2:19]3. (9) Given the reactants [Cl:1][C:2]1[C:14]([O:15][C:16]2[N:20]([CH3:21])[N:19]=[C:18]([CH3:22])[C:17]=2[CH3:23])=[CH:13][C:5]([O:6][C@@H:7]([CH3:12])[C:8]([O:10]C)=[O:9])=[C:4]([CH2:24][CH2:25][CH2:26][OH:27])[CH:3]=1.C(P(CCCC)CCCC)CCC.N(C(N1CCCCC1)=O)=NC(N1CCCCC1)=O.[CH3:59][CH2:60][CH2:61][CH2:62][CH2:63][CH3:64], predict the reaction product. The product is: [Cl:1][C:2]1[C:14]([O:15][C:16]2[N:20]([CH3:21])[N:19]=[C:18]([CH3:22])[C:17]=2[CH3:23])=[CH:13][C:5]([O:6][C@@H:7]([CH3:12])[C:8]([OH:10])=[O:9])=[C:4]([CH2:24][CH2:25][CH2:26][O:27][C:61]2[CH:60]=[CH:59][CH:64]=[CH:63][CH:62]=2)[CH:3]=1. (10) The product is: [CH2:27]([N:24]1[CH2:23][CH2:22][C:21]([C:34]2[CH:39]=[CH:38][CH:37]=[CH:36][CH:35]=2)([O:20][C:15]2[CH:14]=[C:13]3[C:18](=[CH:17][C:16]=2[Cl:19])[C:9](=[O:8])[NH:10][CH:11]=[CH:12]3)[CH2:26][CH2:25]1)[C:28]1[CH:33]=[CH:32][CH:31]=[CH:30][CH:29]=1. Given the reactants C([O:8][C:9]1[C:18]2[C:13](=[CH:14][C:15]([O:20][C:21]3([C:34]4[CH:39]=[CH:38][CH:37]=[CH:36][CH:35]=4)[CH2:26][CH2:25][N:24]([CH2:27][C:28]4[CH:33]=[CH:32][CH:31]=[CH:30][CH:29]=4)[CH2:23][CH2:22]3)=[C:16]([Cl:19])[CH:17]=2)[CH:12]=[CH:11][N:10]=1)C1C=CC=CC=1.CO, predict the reaction product.